Dataset: NCI-60 drug combinations with 297,098 pairs across 59 cell lines. Task: Regression. Given two drug SMILES strings and cell line genomic features, predict the synergy score measuring deviation from expected non-interaction effect. (1) Drug 1: C1CCC(C1)C(CC#N)N2C=C(C=N2)C3=C4C=CNC4=NC=N3. Drug 2: C#CCC(CC1=CN=C2C(=N1)C(=NC(=N2)N)N)C3=CC=C(C=C3)C(=O)NC(CCC(=O)O)C(=O)O. Cell line: U251. Synergy scores: CSS=0.896, Synergy_ZIP=-1.57, Synergy_Bliss=-5.55, Synergy_Loewe=-10.8, Synergy_HSA=-5.29. (2) Drug 1: C1=CC=C(C(=C1)C(C2=CC=C(C=C2)Cl)C(Cl)Cl)Cl. Drug 2: CC12CCC3C(C1CCC2OP(=O)(O)O)CCC4=C3C=CC(=C4)OC(=O)N(CCCl)CCCl.[Na+]. Cell line: NCI-H460. Synergy scores: CSS=1.83, Synergy_ZIP=-1.45, Synergy_Bliss=-1.91, Synergy_Loewe=-5.25, Synergy_HSA=-5.43. (3) Drug 1: CNC(=O)C1=CC=CC=C1SC2=CC3=C(C=C2)C(=NN3)C=CC4=CC=CC=N4. Drug 2: C1CC(C1)(C(=O)O)C(=O)O.[NH2-].[NH2-].[Pt+2]. Cell line: HOP-62. Synergy scores: CSS=23.0, Synergy_ZIP=3.55, Synergy_Bliss=6.14, Synergy_Loewe=4.21, Synergy_HSA=3.93. (4) Drug 1: CC1OCC2C(O1)C(C(C(O2)OC3C4COC(=O)C4C(C5=CC6=C(C=C35)OCO6)C7=CC(=C(C(=C7)OC)O)OC)O)O. Drug 2: CC1=C(C(CCC1)(C)C)C=CC(=CC=CC(=CC(=O)O)C)C. Cell line: SNB-19. Synergy scores: CSS=27.7, Synergy_ZIP=2.17, Synergy_Bliss=0.172, Synergy_Loewe=-16.0, Synergy_HSA=-3.26.